From a dataset of Drug-target binding data from BindingDB patent sources. Regression. Given a target protein amino acid sequence and a drug SMILES string, predict the binding affinity score between them. We predict pAffinity (pAffinity = -log10(affinity in M)). Dataset: bindingdb_patent. (1) The small molecule is CN1C[C@@H](c2cccc(c2)S(=O)(=O)NCCOCCOCCNC(=O)NCCCCNC(=O)NCCOCCOCCNS(=O)(=O)c2cccc(c2)[C@@H]2CN(C)Cc3c(Cl)cc(Cl)cc23)c2cc(Cl)cc(Cl)c2C1. The target protein (P48764) has sequence MWGLGARGPDRGLLLALALGGLARAGGVEVEPGGAHGESGGFQVVTFEWAHVQDPYVIALWILVASLAKIGFHLSHKVTSVVPESALLIVLGLVLGGIVWAADHIASFTLTPTVFFFYLLPPIVLDAGYFMPNRLFFGNLGTILLYAVVGTVWNAATTGLSLYGVFLSGLMGDLQIGLLDFLLFGSLMAAVDPVAVLAVFEEVHVNEVLFIIVFGESLLNDAVTVVLYNVFESFVALGGDNVTGVDCVKGIVSFFVVSLGGTLVGVVFAFLLSLVTRFTKHVRIIEPGFVFIISYLSYLTSEMLSLSAILAITFCGICCQKYVKANISEQSATTVRYTMKMLASSAETIIFMFLGISAVNPFIWTWNTAFVLLTLVFISVYRAIGVVLQTWLLNRYRMVQLEPIDQVVLSYGGLRGAVAFALVVLLDGDKVKEKNLFVSTTIIVVFFTVIFQGLTIKPLVQWLKVKRSEHREPRLNEKLHGRAFDHILSAIEDISGQIGH.... The pAffinity is 8.3. (2) The compound is CC(=O)Nc1cc(ccn1)-c1cnc(C)c(NS(=O)(=O)C2CC2)c1. The target protein (Q8NEB9) has sequence MGEAEKFHYIYSCDLDINVQLKIGSLEGKREQKSYKAVLEDPMLKFSGLYQETCSDLYVTCQVFAEGKPLALPVRTSYKAFSTRWNWNEWLKLPVKYPDLPRNAQVALTIWDVYGPGKAVPVGGTTVSLFGKYGMFRQGMHDLKVWPNVEADGSEPTKTPGRTSSTLSEDQMSRLAKLTKAHRQGHMVKVDWLDRLTFREIEMINESEKRSSNFMYLMVEFRCVKCDDKEYGIVYYEKDGDESSPILTSFELVKVPDPQMSMENLVESKHHKLARSLRSGPSDHDLKPNAATRDQLNIIVSYPPTKQLTYEEQDLVWKFRYYLTNQEKALTKFLKCVNWDLPQEAKQALELLGKWKPMDVEDSLELLSSHYTNPTVRRYAVARLRQADDEDLLMYLLQLVQALKYENFDDIKNGLEPTKKDSQSSVSENVSNSGINSAEIDSSQIITSPLPSVSSPPPASKTKEVPDGENLEQDLCTFLISRACKNSTLANYLYWYVIVE.... The pAffinity is 7.5. (3) The small molecule is COc1ccc(OCC2N(CCc3cc(OC)c(OC)cc23)C(=O)c2cccc(c2)[N+]([O-])=O)cc1. The target protein (O15399) has sequence MRGAGGPRGPRGPAKMLLLLALACASPFPEEAPGPGGAGGPGGGLGGARPLNVALVFSGPAYAAEAARLGPAVAAAVRSPGLDVRPVALVLNGSDPRSLVLQLCDLLSGLRVHGVVFEDDSRAPAVAPILDFLSAQTSLPIVAVHGGAALVLTPKEKGSTFLQLGSSTEQQLQVIFEVLEEYDWTSFVAVTTRAPGHRAFLSYIEVLTDGSLVGWEHRGALTLDPGAGEAVLSAQLRSVSAQIRLLFCAREEAEPVFRAAEEAGLTGSGYVWFMVGPQLAGGGGSGAPGEPPLLPGGAPLPAGLFAVRSAGWRDDLARRVAAGVAVVARGAQALLRDYGFLPELGHDCRAQNRTHRGESLHRYFMNITWDNRDYSFNEDGFLVNPSLVVISLTRDRTWEVVGSWEQQTLRLKYPLWSRYGRFLQPVDDTQHLTVATLEERPFVIVEPADPISGTCIRDSVPCRSQLNRTHSPPPDAPRPEKRCCKGFCIDILKRLAHTIG.... The pAffinity is 4.8. (4) The small molecule is COc1cc(OC)c(F)c(N2Cc3cnc(CNC(=O)C=C)cc3N(CC(F)F)C2=O)c1F. The target protein (P22607) has sequence MGAPACALALCVAVAIVAGASSESLGTEQRVVGRAAEVPGPEPGQQEQLVFGSGDAVELSCPPPGGGPMGPTVWVKDGTGLVPSERVLVGPQRLQVLNASHEDSGAYSCRQRLTQRVLCHFSVRVTDAPSSGDDEDGEDEAEDTGVDTGAPYWTRPERMDKKLLAVPAANTVRFRCPAAGNPTPSISWLKNGREFRGEHRIGGIKLRHQQWSLVMESVVPSDRGNYTCVVENKFGSIRQTYTLDVLERSPHRPILQAGLPANQTAVLGSDVEFHCKVYSDAQPHIQWLKHVEVNGSKVGPDGTPYVTVLKTAGANTTDKELEVLSLHNVTFEDAGEYTCLAGNSIGFSHHSAWLVVLPAEEELVEADEAGSVYAGILSYGVGFFLFILVVAAVTLCRLRSPPKKGLGSPTVHKISRFPLKRQVSLESNASMSSNTPLVRIARLSSGEGPTLANVSELELPADPKWELSRARLTLGKPLGEGCFGQVVMAEAIGIDKDRAA.... The pAffinity is 6.7. (5) The drug is CCn1ncc2ccc(cc12)-c1cc(CO[C@@](C)(CC)C(O)=O)nn1Cc1ccccc1Cl. The target protein (O15427) has sequence MGGAVVDEGPTGVKAPDGGWGWAVLFGCFVITGFSYAFPKAVSVFFKELIQEFGIGYSDTAWISSILLAMLYGTGPLCSVCVNRFGCRPVMLVGGLFASLGMVAASFCRSIIQVYLTTGVITGLGLALNFQPSLIMLNRYFSKRRPMANGLAAAGSPVFLCALSPLGQLLQDRYGWRGGFLILGGLLLNCCVCAALMRPLVVTAQPGSGPPRPSRRLLDLSVFRDRGFVLYAVAASVMVLGLFVPPVFVVSYAKDLGVPDTKAAFLLTILGFIDIFARPAAGFVAGLGKVRPYSVYLFSFSMFFNGLADLAGSTAGDYGGLVVFCIFFGISYGMVGALQFEVLMAIVGTHKFSSAIGLVLLMEAVAVLVGPPSGGKLLDATHVYMYVFILAGAEVLTSSLILLLGNFFCIRKKPKEPQPEVAAAEEEKLHKPPADSGVDLREVEHFLKAEPEKNGEVVHTPETSV. The pAffinity is 9.3. (6) The small molecule is CO[C@H]1CC[C@@]2(Cc3ccc(cc3C22N=C(C)C(N)=N2)-c2ccc(F)c(c2)C#N)CC1. The target protein (P05067) has sequence MLPGLALLLLAAWTARALEVPTDGNAGLLAEPQIAMFCGRLNMHMNVQNGKWDSDPSGTKTCIDTKEGILQYCQEVYPELQITNVVEANQPVTIQNWCKRGRKQCKTHPHFVIPYRCLVGEFVSDALLVPDKCKFLHQERMDVCETHLHWHTVAKETCSEKSTNLHDYGMLLPCGIDKFRGVEFVCCPLAEESDNVDSADAEEDDSDVWWGGADTDYADGSEDKVVEVAEEEEVAEVEEEEADDDEDDEDGDEVEEEAEEPYEEATERTTSIATTTTTTTESVEEVVREVCSEQAETGPCRAMISRWYFDVTEGKCAPFFYGGCGGNRNNFDTEEYCMAVCGSAMSQSLLKTTQEPLARDPVKLPTTAASTPDAVDKYLETPGDENEHAHFQKAKERLEAKHRERMSQVMREWEEAERQAKNLPKADKKAVIQHFQEKVESLEQEAANERQQLVETHMARVEAMLNDRRRLALENYITALQAVPPRPRHVFNMLKKYVRA.... The pAffinity is 8.6.